Dataset: Full USPTO retrosynthesis dataset with 1.9M reactions from patents (1976-2016). Task: Predict the reactants needed to synthesize the given product. (1) Given the product [Br:28][C:25]1[CH:26]=[CH:27][C:22]([C:20]#[C:19][CH2:18][C@H:9]([NH:8][C:6]([O:5][C:1]([CH3:4])([CH3:3])[CH3:2])=[O:7])[C:10]([O:12][CH:13]2[CH2:14][CH2:15][CH2:16][CH2:17]2)=[O:11])=[CH:23][CH:24]=1, predict the reactants needed to synthesize it. The reactants are: [C:1]([O:5][C:6]([NH:8][C@@H:9]([CH2:18][C:19]#[CH:20])[C:10]([O:12][CH:13]1[CH2:17][CH2:16][CH2:15][CH2:14]1)=[O:11])=[O:7])([CH3:4])([CH3:3])[CH3:2].I[C:22]1[CH:27]=[CH:26][C:25]([Br:28])=[CH:24][CH:23]=1.C(NCC)C. (2) Given the product [BrH:1].[Br:1][C:5]1[S:4][C:8]2[CH2:9][NH:10][CH2:11][CH2:12][C:7]=2[CH:6]=1, predict the reactants needed to synthesize it. The reactants are: [Br:1]Br.Cl.[S:4]1[C:8]2[CH2:9][NH:10][CH2:11][CH2:12][C:7]=2[CH:6]=[CH:5]1.